This data is from Forward reaction prediction with 1.9M reactions from USPTO patents (1976-2016). The task is: Predict the product of the given reaction. (1) Given the reactants Cl[C:2]1[C:11]2[C:6](=[CH:7][CH:8]=[CH:9][CH:10]=2)[CH:5]=[C:4]([NH:12][C:13]2[CH:17]=[CH:16][NH:15][N:14]=2)[N:3]=1.[C:18]([C:20]1[CH:21]=[C:22]([OH:26])[CH:23]=[CH:24][CH:25]=1)#[N:19], predict the reaction product. The product is: [NH:15]1[CH:16]=[CH:17][C:13]([NH:12][C:4]2[N:3]=[C:2]([O:26][C:22]3[CH:21]=[C:20]([CH:25]=[CH:24][CH:23]=3)[C:18]#[N:19])[C:11]3[C:6]([CH:5]=2)=[CH:7][CH:8]=[CH:9][CH:10]=3)=[N:14]1. (2) Given the reactants [H-].[Na+].[CH2:3]([OH:7])[C:4]#[C:5][CH3:6].Cl[C:9]1[CH:14]=[C:13]([O:15][CH2:16][C:17]([Cl:20])([Cl:19])[CH3:18])[N:12]=[CH:11][N:10]=1.[Cl-].[NH4+], predict the reaction product. The product is: [CH2:3]([O:7][C:9]1[CH:14]=[C:13]([O:15][CH2:16][C:17]([Cl:20])([Cl:19])[CH3:18])[N:12]=[CH:11][N:10]=1)[C:4]#[C:5][CH3:6]. (3) The product is: [CH3:33][O:32][C:29]1[CH:30]=[CH:31][C:26]([CH:24]=[O:25])=[C:27]([B:10]2[O:11][C:12]([CH3:17])([CH3:18])[C:13]([CH3:15])([CH3:16])[O:14]2)[CH:28]=1. Given the reactants [B:10]1([B:10]2[O:14][C:13]([CH3:16])([CH3:15])[C:12]([CH3:18])([CH3:17])[O:11]2)[O:14][C:13]([CH3:16])([CH3:15])[C:12]([CH3:18])([CH3:17])[O:11]1.CC([O-])=O.[K+].[CH:24]([C:26]1[CH:31]=[CH:30][C:29]([O:32][CH3:33])=[CH:28][C:27]=1OS(C(F)(F)F)(=O)=O)=[O:25], predict the reaction product. (4) Given the reactants [CH:1]1([C:4]2[N:26]([CH2:27][CH2:28][CH2:29][CH2:30][CH2:31][CH2:32][C:33]([O:35]CC)=[O:34])[C:7]3=[N:8][C:9]([C:19]4[CH:24]=[CH:23][C:22]([CH3:25])=[CH:21][CH:20]=4)=[C:10]([C:12]4[CH:17]=[CH:16][C:15]([CH3:18])=[CH:14][CH:13]=4)[N:11]=[C:6]3[CH:5]=2)[CH2:3][CH2:2]1.[OH-].[Na+].O.Cl, predict the reaction product. The product is: [CH:1]1([C:4]2[N:26]([CH2:27][CH2:28][CH2:29][CH2:30][CH2:31][CH2:32][C:33]([OH:35])=[O:34])[C:7]3=[N:8][C:9]([C:19]4[CH:20]=[CH:21][C:22]([CH3:25])=[CH:23][CH:24]=4)=[C:10]([C:12]4[CH:13]=[CH:14][C:15]([CH3:18])=[CH:16][CH:17]=4)[N:11]=[C:6]3[CH:5]=2)[CH2:3][CH2:2]1. (5) Given the reactants [Br-].[Mg+2].[Br-].[CH3:4][O:5][C:6](=[O:26])[C:7]1[CH:12]=[C:11]([O:13][CH2:14][CH:15]=[C:16]([Cl:18])[Cl:17])[CH:10]=[C:9]([Cl:19])[C:8]=1[O:20]CC=C(Cl)Cl.Cl.O, predict the reaction product. The product is: [CH3:4][O:5][C:6](=[O:26])[C:7]1[CH:12]=[C:11]([O:13][CH2:14][CH:15]=[C:16]([Cl:18])[Cl:17])[CH:10]=[C:9]([Cl:19])[C:8]=1[OH:20].